From a dataset of Full USPTO retrosynthesis dataset with 1.9M reactions from patents (1976-2016). Predict the reactants needed to synthesize the given product. (1) Given the product [CH2:32]([N:39]([CH:18]=[C:17]1[C:16]2[C:15]([CH3:30])([C:14]3[CH:5]([O:4][C:2](=[O:3])[CH3:1])[CH2:6][C:7]4([CH3:31])[CH:8]([C:13]=3[C:21](=[O:22])[C:20]=2[OH:19])[CH2:9][CH2:10][CH:11]4[OH:12])[CH:26]([CH2:27][O:28][CH3:29])[O:25][C:23]1=[O:24])[CH2:40][CH2:41][C:42]#[N:43])[C:33]1[CH:38]=[CH:37][CH:36]=[CH:35][CH:34]=1, predict the reactants needed to synthesize it. The reactants are: [CH3:1][C:2]([O:4][C@H:5]1[C:14]2[C@@:15]3([CH3:30])[C@@H:26]([CH2:27][O:28][CH3:29])[O:25][C:23](=[O:24])[C:17]4=[CH:18][O:19][C:20]([C:21](=[O:22])[C:13]=2[C@@H:8]2[CH2:9][CH2:10][C@H:11]([OH:12])[C@@:7]2([CH3:31])[CH2:6]1)=[C:16]34)=[O:3].[CH2:32]([NH:39][CH2:40][CH2:41][C:42]#[N:43])[C:33]1[CH:38]=[CH:37][CH:36]=[CH:35][CH:34]=1. (2) Given the product [C:3](=[O:17])([S:5][CH2:6][CH2:7][CH2:8][N:9]([C:10]([O:12][C:13]([CH3:16])([CH3:15])[CH3:14])=[O:11])[CH3:18])[CH3:4], predict the reactants needed to synthesize it. The reactants are: [H-].[Na+].[C:3](=[O:17])([S:5][CH2:6][CH2:7][CH2:8][NH:9][C:10]([O:12][C:13]([CH3:16])([CH3:15])[CH3:14])=[O:11])[CH3:4].[CH3:18]I.